This data is from Forward reaction prediction with 1.9M reactions from USPTO patents (1976-2016). The task is: Predict the product of the given reaction. (1) Given the reactants [NH2:1][C:2]1[O:6][N:5]=[C:4]([CH3:7])[C:3]=1[Br:8].[H-].[Na+].[O:11]1[CH:15]=[CH:14][C:13]([C:16]2[S:20][C:19]([S:21](Cl)(=[O:23])=[O:22])=[CH:18][CH:17]=2)=[N:12]1, predict the reaction product. The product is: [Br:8][C:3]1[C:4]([CH3:7])=[N:5][O:6][C:2]=1[NH:1][S:21]([C:19]1[S:20][C:16]([C:13]2[CH:14]=[CH:15][O:11][N:12]=2)=[CH:17][CH:18]=1)(=[O:22])=[O:23]. (2) Given the reactants [NH2:1][C:2]12[CH2:9][CH2:8][C:5]([C:10]([O:12][CH:13]3[CH2:18][CH2:17][CH2:16][CH2:15][O:14]3)=[O:11])([CH2:6][CH2:7]1)[CH2:4][CH2:3]2.C(N(C(C)C)CC)(C)C.Br[CH2:29][C:30]([N:32]1[CH2:36][C@@H:35]([F:37])[CH2:34][C@H:33]1[C:38]#[N:39])=[O:31], predict the reaction product. The product is: [O:14]1[CH2:15][CH2:16][CH2:17][CH2:18][CH:13]1[O:12][C:10]([C:5]12[CH2:6][CH2:7][C:2]([NH:1][CH2:29][C:30]([N:32]3[CH2:36][C@@H:35]([F:37])[CH2:34][C@H:33]3[C:38]#[N:39])=[O:31])([CH2:9][CH2:8]1)[CH2:3][CH2:4]2)=[O:11]. (3) The product is: [C:12]1(=[O:17])[N:11]([O:8][C:1](=[O:9])[CH2:2][CH2:3][CH2:4][CH2:5][C:6]#[CH:7])[C:15](=[O:16])[CH2:14][CH2:13]1. Given the reactants [C:1]([OH:9])(=[O:8])[CH2:2][CH2:3][CH2:4][CH2:5][C:6]#[CH:7].O[N:11]1[C:15](=[O:16])[CH2:14][CH2:13][C:12]1=[O:17].Cl.CN(C)CCCN=C=NCC.C(=O)(O)[O-].[Na+], predict the reaction product. (4) Given the reactants [NH2:1][C:2]1[S:3][C:4]([C:24]2[CH:29]=[CH:28][CH:27]=[C:26]([F:30])[CH:25]=2)=[C:5]([C:7]([N:9]2[C@H:14]([CH2:15][NH:16]C(=O)C(F)(F)F)[C@@H:13]3[CH2:23][C@H:10]2[CH2:11][CH2:12]3)=[O:8])[N:6]=1.C([O-])([O-])=O.[K+].[K+], predict the reaction product. The product is: [NH2:1][C:2]1[S:3][C:4]([C:24]2[CH:29]=[CH:28][CH:27]=[C:26]([F:30])[CH:25]=2)=[C:5]([C:7]([N:9]2[C@H:14]([CH2:15][NH2:16])[C@@H:13]3[CH2:23][C@H:10]2[CH2:11][CH2:12]3)=[O:8])[N:6]=1. (5) The product is: [CH:1]1([CH2:7][NH:12][CH2:10][CH3:11])[CH2:6][CH2:5][CH2:4][CH2:3][CH2:2]1. Given the reactants [CH:1]1([CH:7]=O)[CH2:6][CH2:5][CH2:4][CH2:3][CH2:2]1.Cl.[CH2:10]([NH:12]CC)[CH3:11].C(O)(=O)C.[OH-].[Na+], predict the reaction product. (6) Given the reactants [N:1]1([C:7]2[CH:8]=[C:9](/[CH:13]=[CH:14]/[C:15]3[N:16]=[CH:17][C:18]4[C:19]([CH:32]=3)=[C:20]3[C:28](=[CH:29][CH:30]=4)[C:27]4[C:26](=[O:31])[NH:25][CH2:24][CH2:23][C:22]=4[NH:21]3)[CH:10]=[CH:11][CH:12]=2)[CH2:6][CH2:5][O:4][CH2:3][CH2:2]1.[CH3:33]N(C=O)C, predict the reaction product. The product is: [CH3:33][N:21]1[C:20]2[C:28](=[CH:29][CH:30]=[C:18]3[CH:17]=[N:16][C:15](/[CH:14]=[CH:13]/[C:9]4[CH:10]=[CH:11][CH:12]=[C:7]([N:1]5[CH2:6][CH2:5][O:4][CH2:3][CH2:2]5)[CH:8]=4)=[CH:32][C:19]3=2)[C:27]2[C:26](=[O:31])[NH:25][CH2:24][CH2:23][C:22]1=2. (7) Given the reactants [Cl:1][C:2]1[C:3]([NH:26][C:27]2[CH:32]=[CH:31][C:30]([P:33]([CH3:36])([CH3:35])=[O:34])=[CH:29][C:28]=2[S:37]([CH:40]([CH3:42])[CH3:41])(=[O:39])=[O:38])=[N:4][C:5]([NH:8][C:9]2SC(N3CCN(C4C=CC=CN=4)CC3)=NN=2)=[N:6][CH:7]=1.[N:43]1([C:49]2[S:50][CH:51]=[C:52](CN)[N:53]=2)[CH2:48][CH2:47][O:46][CH2:45][CH2:44]1, predict the reaction product. The product is: [Cl:1][C:2]1[C:3]([NH:26][C:27]2[CH:32]=[CH:31][C:30]([P:33]([CH3:35])([CH3:36])=[O:34])=[CH:29][C:28]=2[S:37]([CH:40]([CH3:42])[CH3:41])(=[O:38])=[O:39])=[N:4][C:5]([NH:8][CH2:9][C:52]2[N:53]=[C:49]([N:43]3[CH2:44][CH2:45][O:46][CH2:47][CH2:48]3)[S:50][CH:51]=2)=[N:6][CH:7]=1.